Dataset: Forward reaction prediction with 1.9M reactions from USPTO patents (1976-2016). Task: Predict the product of the given reaction. (1) Given the reactants [N+:1]([C:4]1[CH:9]=[CH:8][C:7]([C:10]2[CH:11]=[C:12]3[C:17](=[CH:18][CH:19]=2)[CH:16]=[C:15]([OH:20])[CH:14]=[CH:13]3)=[CH:6][CH:5]=1)([O-:3])=[O:2].Cl[CH2:22][CH2:23][O:24][CH2:25][CH2:26][O:27][CH2:28][CH2:29][OH:30].C(=O)([O-])[O-].[K+].[K+].CN(C=O)C, predict the reaction product. The product is: [N+:1]([C:4]1[CH:9]=[CH:8][C:7]([C:10]2[CH:11]=[C:12]3[C:17](=[CH:18][CH:19]=2)[CH:16]=[C:15]([O:20][CH2:22][CH2:23][O:24][CH2:25][CH2:26][O:27][CH2:28][CH2:29][OH:30])[CH:14]=[CH:13]3)=[CH:6][CH:5]=1)([O-:3])=[O:2]. (2) Given the reactants [CH3:1]C(C)([O-])C.[K+].[CH3:7][C@@:8]12[C:24](=O)[CH2:23][CH2:22][C@H:21]1[C@H:20]1[C@@H:11]([C:12]3[CH:13]=[CH:14][C:15]([OH:26])=[CH:16][C:17]=3[CH2:18][CH2:19]1)[CH2:10][CH2:9]2.O, predict the reaction product. The product is: [CH3:7][C:8]12[CH2:9][CH2:10][CH:11]3[CH:20]([CH2:19][CH2:18][C:17]4[CH:16]=[C:15]([OH:26])[CH:14]=[CH:13][C:12]=43)[CH:21]1[CH2:22][CH2:23][C:24]2=[CH2:1]. (3) The product is: [Cl:60][C:58]1[CH:57]=[CH:56][C:55]([S:61]([CH2:64][CH3:65])(=[O:63])=[O:62])=[C:54]([CH:59]=1)[CH2:53][NH:52][C:4](=[O:31])[C:5]1[CH:10]=[CH:9][C:8]([CH2:11][N:12]2[CH2:17][CH2:16][CH2:15][C@H:14]([NH:18][CH3:19])[CH2:13]2)=[C:7]([C:27]([F:30])([F:29])[F:28])[CH:6]=1. Given the reactants C(O[C:4](=[O:31])[C:5]1[CH:10]=[CH:9][C:8]([CH2:11][N:12]2[CH2:17][CH2:16][CH2:15][C@H:14]([N:18](C(OC(C)(C)C)=O)[CH3:19])[CH2:13]2)=[C:7]([C:27]([F:30])([F:29])[F:28])[CH:6]=1)C.C(OC(=O)N[C@@H]1CCN(CC2C=CC(C(=O)[NH:52][CH2:53][C:54]3[CH:59]=[C:58]([Cl:60])[CH:57]=[CH:56][C:55]=3[S:61]([CH2:64][CH3:65])(=[O:63])=[O:62])=CC=2C(F)(F)F)C1)(C)(C)C, predict the reaction product. (4) Given the reactants [N:1]([C:4]1[CH:12]=[CH:11][C:7]2[NH:8][CH:9]=[N:10][C:6]=2[CH:5]=1)=[C:2]=[S:3].[CH3:13][O:14][C:15]1[CH:16]=[C:17]([CH2:21][NH2:22])[CH:18]=[CH:19][CH:20]=1, predict the reaction product. The product is: [CH3:13][O:14][C:15]1[CH:16]=[C:17]([CH:18]=[CH:19][CH:20]=1)[CH2:21][NH:22][C:2]([NH:1][C:4]1[CH:12]=[CH:11][C:7]2[NH:8][CH:9]=[N:10][C:6]=2[CH:5]=1)=[S:3].